The task is: Predict the reactants needed to synthesize the given product.. This data is from Full USPTO retrosynthesis dataset with 1.9M reactions from patents (1976-2016). (1) Given the product [N:11]1([CH:8]2[CH2:7][CH2:6][C:5](=[O:4])[CH2:10][CH2:9]2)[CH:15]=[N:14][CH:13]=[N:12]1, predict the reactants needed to synthesize it. The reactants are: O1[C:5]2([CH2:10][CH2:9][CH:8]([N:11]3[CH:15]=[N:14][CH:13]=[N:12]3)[CH2:7][CH2:6]2)[O:4]CC1. (2) Given the product [CH2:18]([NH:21][C:10]1[N:11]=[C:6]([NH:5][C:1]([CH3:4])([CH3:3])[CH3:2])[C:7]2[S:15][CH:14]=[C:13]([CH2:16][CH3:17])[C:8]=2[N:9]=1)[CH:19]=[CH2:20], predict the reactants needed to synthesize it. The reactants are: [C:1]([NH:5][C:6]1[C:7]2[S:15][CH:14]=[C:13]([CH2:16][CH3:17])[C:8]=2[N:9]=[C:10](Cl)[N:11]=1)([CH3:4])([CH3:3])[CH3:2].[CH2:18]([NH2:21])[CH:19]=[CH2:20].C(=O)([O-])O.[Na+]. (3) Given the product [OH:13][C:2]1[CH:3]=[CH:4][C:5]([CH3:11])=[C:6]([CH:10]=1)[C:7]([OH:9])=[O:8], predict the reactants needed to synthesize it. The reactants are: N[C:2]1[CH:3]=[CH:4][C:5]([CH3:11])=[C:6]([CH:10]=1)[C:7]([OH:9])=[O:8].S(=O)(=O)(O)[OH:13].N([O-])=O.[Na+].CC(=O)OCC. (4) Given the product [C:1]([C:6]1[CH:7]=[C:8]([Cl:28])[C:9]([N:19]2[CH2:20][CH2:21][CH:22]([C:25]([NH:40][S:37]([N:36]([C:33]3[CH:34]=[CH:35][C:30]([F:29])=[CH:31][CH:32]=3)[CH3:41])(=[O:38])=[O:39])=[O:26])[CH2:23][CH2:24]2)=[N:10][C:11]=1[CH2:12][N:13]1[CH2:17][CH2:16][CH2:15][C:14]1=[O:18])(=[O:5])[CH2:2][CH2:3][CH3:4], predict the reactants needed to synthesize it. The reactants are: [C:1]([C:6]1[CH:7]=[C:8]([Cl:28])[C:9]([N:19]2[CH2:24][CH2:23][CH:22]([C:25](O)=[O:26])[CH2:21][CH2:20]2)=[N:10][C:11]=1[CH2:12][N:13]1[CH2:17][CH2:16][CH2:15][C:14]1=[O:18])(=[O:5])[CH2:2][CH2:3][CH3:4].[F:29][C:30]1[CH:35]=[CH:34][C:33]([N:36]([CH3:41])[S:37]([NH2:40])(=[O:39])=[O:38])=[CH:32][CH:31]=1. (5) Given the product [CH3:6][O:7][C:8]1[CH:17]=[C:16]2[C:11]([CH:12]=[CH:13][C:14](=[O:32])[N:15]2[CH2:18][CH2:19][CH2:20][C:21]2([C:27]([O:29][CH2:30][CH3:31])=[O:28])[CH2:26][CH2:25][N:24]([CH2:40][CH2:41][O:42][C:43]3[CH:48]=[CH:47][CH:46]=[CH:45][CH:44]=3)[CH2:23][CH2:22]2)=[CH:10][CH:9]=1, predict the reactants needed to synthesize it. The reactants are: CN(C)C=O.[CH3:6][O:7][C:8]1[CH:17]=[C:16]2[C:11]([CH:12]=[CH:13][C:14](=[O:32])[N:15]2[CH2:18][CH2:19][CH2:20][C:21]2([C:27]([O:29][CH2:30][CH3:31])=[O:28])[CH2:26][CH2:25][NH:24][CH2:23][CH2:22]2)=[CH:10][CH:9]=1.C(=O)([O-])[O-].[K+].[K+].Br[CH2:40][CH2:41][O:42][C:43]1[CH:48]=[CH:47][CH:46]=[CH:45][CH:44]=1. (6) Given the product [NH:17]1[C:12]2[CH:13]=[CH:14][CH:15]=[CH:16][C:11]=2[N:18]=[C:4]1[CH2:3][N:2]([CH2:7][C:8]1[NH:18][C:11]2[CH:16]=[CH:15][CH:14]=[CH:13][C:12]=2[N:17]=1)[CH3:1], predict the reactants needed to synthesize it. The reactants are: [CH3:1][N:2]([CH2:7][C:8](O)=O)[CH2:3][C:4](O)=O.[C:11]1([NH2:18])[CH:16]=[CH:15][CH:14]=[CH:13][C:12]=1[NH2:17]. (7) The reactants are: O.[ClH:2].[CH3:3][N:4]1[CH:8]=[C:7]([CH2:9]O)[N:6]=[N:5]1. Given the product [ClH:2].[Cl:2][CH2:9][C:7]1[N:6]=[N:5][N:4]([CH3:3])[CH:8]=1, predict the reactants needed to synthesize it.